Dataset: Forward reaction prediction with 1.9M reactions from USPTO patents (1976-2016). Task: Predict the product of the given reaction. (1) Given the reactants Br[C:2]1[CH:10]=[C:9]([F:11])[C:8]([F:12])=[CH:7][C:3]=1[C:4]([OH:6])=[O:5].[C:13]([NH2:17])([CH3:16])([CH3:15])[CH3:14].C([O-])(=O)C.[K+].C(N(CC)CC)C, predict the reaction product. The product is: [C:13]([NH:17][C:2]1[CH:10]=[C:9]([F:11])[C:8]([F:12])=[CH:7][C:3]=1[C:4]([OH:6])=[O:5])([CH3:16])([CH3:15])[CH3:14]. (2) The product is: [C:1]([O:4][C@H:5]1[C@H:11]([O:12][C:13](=[O:15])[CH3:14])[C@@H:10]([O:16][C:17](=[O:19])[CH3:18])[C@:9]2([C:21]3[CH:26]=[CH:25][C:24]([Cl:27])=[C:23]([CH2:28][C:29]4[CH:30]=[CH:31][C:32]([C:35](=[N:57][O:56][CH3:55])[CH3:36])=[CH:33][CH:34]=4)[CH:22]=3)[O:20][C@@:6]1([CH2:38][O:39][C:40](=[O:42])[CH3:41])[CH2:7][O:8]2)(=[O:3])[CH3:2]. Given the reactants [C:1]([O:4][C@H:5]1[C@H:11]([O:12][C:13](=[O:15])[CH3:14])[C@@H:10]([O:16][C:17](=[O:19])[CH3:18])[C@:9]2([C:21]3[CH:26]=[CH:25][C:24]([Cl:27])=[C:23]([CH2:28][C:29]4[CH:34]=[CH:33][C:32]([C:35](=O)[CH3:36])=[CH:31][CH:30]=4)[CH:22]=3)[O:20][C@@:6]1([CH2:38][O:39][C:40](=[O:42])[CH3:41])[CH2:7][O:8]2)(=[O:3])[CH3:2].N1C=CC=CC=1.C([O-])(=O)C.[Na+].Cl.[CH3:55][O:56][NH2:57], predict the reaction product.